This data is from Catalyst prediction with 721,799 reactions and 888 catalyst types from USPTO. The task is: Predict which catalyst facilitates the given reaction. (1) Reactant: [CH2:1]([N:8]1[CH2:14][CH2:13][O:12][C:11]2[CH:15]=[CH:16][C:17]([C:19](OC)=[O:20])=[CH:18][C:10]=2[S:9]1(=[O:24])=[O:23])[C:2]1[CH:7]=[CH:6][CH:5]=[CH:4][CH:3]=1.[OH-:25].[Na+].[NH2:27]O.Cl. Product: [CH2:1]([N:8]1[CH2:14][CH2:13][O:12][C:11]2[CH:15]=[CH:16][C:17]([C:19]([NH:27][OH:25])=[O:20])=[CH:18][C:10]=2[S:9]1(=[O:24])=[O:23])[C:2]1[CH:7]=[CH:6][CH:5]=[CH:4][CH:3]=1. The catalyst class is: 92. (2) Reactant: [C:1]([C:4]1[C:12]2[C:7](=[CH:8][CH:9]=[C:10]([C:13]3[CH:14]=[N:15][CH:16]=[N:17][CH:18]=3)[CH:11]=2)[N:6]([CH2:19][C:20](O)=[O:21])[N:5]=1)(=[O:3])[NH2:2].CC[N:25]([CH:29]([CH3:31])C)[CH:26]([CH3:28])[CH3:27].Cl.[Cl:33][C:34]1[CH:39]=[CH:38][CH:37]=[CH:36][C:35]=1[C:40]1[CH:45]=[CH:44][CH:43]=[C:42]([NH:46][C:47]([C@@H]2C[C@@H]3[C@@H](C3)N2)=[O:48])[C:41]=1[F:55].CN(C(ON1N=NC2C=CC=NC1=2)=[N+](C)C)C.F[P-](F)(F)(F)(F)F. Product: [Cl:33][C:34]1[CH:39]=[CH:38][CH:37]=[CH:36][C:35]=1[C:40]1[CH:45]=[CH:44][CH:43]=[C:42]([NH:46][C:47]([C@H:31]2[CH2:27][C@H:26]3[N@@:25]([CH2:28]3)[CH:29]2[C:20](=[O:21])[CH2:19][N:6]2[C:7]3[C:12](=[CH:11][C:10]([C:13]4[CH:18]=[N:17][CH:16]=[N:15][CH:14]=4)=[CH:9][CH:8]=3)[C:4]([C:1]([NH2:2])=[O:3])=[N:5]2)=[O:48])[C:41]=1[F:55]. The catalyst class is: 18. (3) Reactant: C(N(CC)CC)C.[NH2:8][C:9]1[C:10]([C:19]([NH:21][C@@H:22]([CH:27]2[CH2:32][CH2:31][CH2:30][CH2:29][CH2:28]2)[C:23]([O:25][CH3:26])=[O:24])=[O:20])=[CH:11][C:12]2[C:17]([CH:18]=1)=[CH:16][CH:15]=[CH:14][CH:13]=2.[Br:33][C:34]1[O:38][C:37]([C:39](Cl)=[O:40])=[CH:36][CH:35]=1.Cl. Product: [Br:33][C:34]1[O:38][C:37]([C:39]([NH:8][C:9]2[C:10]([C:19]([NH:21][C@@H:22]([CH:27]3[CH2:32][CH2:31][CH2:30][CH2:29][CH2:28]3)[C:23]([O:25][CH3:26])=[O:24])=[O:20])=[CH:11][C:12]3[C:17]([CH:18]=2)=[CH:16][CH:15]=[CH:14][CH:13]=3)=[O:40])=[CH:36][CH:35]=1. The catalyst class is: 91.